Task: Predict the reaction yield, written as a fraction of the theoretical maximum amount of product (1.0 means a 100% yield; for example, 0.34 means a 34% yield).. Dataset: Reaction yield outcomes from USPTO patents with 853,638 reactions (1) The reactants are [Cl:1][C:2]1[N:7]=[C:6]([C:8]2[NH:9][C:10]3[C:15]([CH:16]=2)=[C:14]([F:17])[CH:13]=[CH:12][CH:11]=3)[C:5]([NH2:18])=[CH:4][CH:3]=1.[CH2:19](OC(OCC)OCC)C.Cl.O1CCOCC1. The catalyst is O1CCOCC1. The product is [Cl:1][C:2]1[CH:3]=[CH:4][C:5]2[N:18]=[CH:19][N:9]3[C:10]4[CH:11]=[CH:12][CH:13]=[C:14]([F:17])[C:15]=4[CH:16]=[C:8]3[C:6]=2[N:7]=1. The yield is 0.620. (2) The reactants are [CH3:1][C:2]1[CH:3]=[C:4]([OH:18])[CH:5]=[C:6]([CH3:17])[C:7]=1B1OC(C)(C)C(C)(C)O1.[C:19]([O:23][C:24](=[O:45])[NH:25][C:26]([C:28]1[S:29][C:30]([S:43][CH3:44])=[C:31]([S:33]([C:36]2[CH:41]=[CH:40][CH:39]=[C:38](Br)[CH:37]=2)(=[O:35])=[O:34])[CH:32]=1)=[NH:27])([CH3:22])([CH3:21])[CH3:20].C([O-])([O-])=O.[Na+].[Na+]. The catalyst is C1(C)C=CC=CC=1.CCO. The product is [C:19]([O:23][C:24](=[O:45])[NH:25][C:26]([C:28]1[S:29][C:30]([S:43][CH3:44])=[C:31]([S:33]([C:36]2[CH:37]=[C:38]([C:7]3[C:6]([CH3:17])=[CH:5][C:4]([OH:18])=[CH:3][C:2]=3[CH3:1])[CH:39]=[CH:40][CH:41]=2)(=[O:35])=[O:34])[CH:32]=1)=[NH:27])([CH3:22])([CH3:21])[CH3:20]. The yield is 1.00. (3) The reactants are [Br:1][C:2]1[CH:3]=[CH:4][C:5]2[C:11](=O)/[C:10](=[CH:13]/[N:14](C)C)/[CH2:9][CH2:8][O:7][C:6]=2[CH:17]=1.Cl.Cl.[NH2:20]N. The catalyst is C(O)(C)C.O. The product is [Br:1][C:2]1[CH:3]=[CH:4][C:5]2[C:11]3[C:10]([CH2:9][CH2:8][O:7][C:6]=2[CH:17]=1)=[CH:13][NH:14][N:20]=3. The yield is 0.900. (4) The yield is 0.890. The catalyst is O1CCCC1.CO. The product is [F:4][C:5]1[CH:6]=[CH:7][C:8](/[C:11](=[N:22]/[O:23][CH2:24][C:25]2[CH:30]=[CH:29][C:28]([O:31][CH2:32][C:33]3[N:34]=[C:35]([C:39]4[CH:40]=[CH:41][CH:42]=[CH:43][CH:44]=4)[O:36][C:37]=3[CH3:38])=[CH:27][CH:26]=2)/[CH2:12][CH2:13][CH2:14][CH2:15][CH2:16][CH2:17][C:18]([OH:20])=[O:19])=[CH:9][CH:10]=1. The reactants are O.[OH-].[Li+].[F:4][C:5]1[CH:10]=[CH:9][C:8](/[C:11](=[N:22]/[O:23][CH2:24][C:25]2[CH:30]=[CH:29][C:28]([O:31][CH2:32][C:33]3[N:34]=[C:35]([C:39]4[CH:44]=[CH:43][CH:42]=[CH:41][CH:40]=4)[O:36][C:37]=3[CH3:38])=[CH:27][CH:26]=2)/[CH2:12][CH2:13][CH2:14][CH2:15][CH2:16][CH2:17][C:18]([O:20]C)=[O:19])=[CH:7][CH:6]=1.O.Cl.